From a dataset of Experimentally validated miRNA-target interactions with 360,000+ pairs, plus equal number of negative samples. Binary Classification. Given a miRNA mature sequence and a target amino acid sequence, predict their likelihood of interaction. The miRNA is hsa-miR-149-3p with sequence AGGGAGGGACGGGGGCUGUGC. The protein sequence of the target gene is MKLAAMIKKMCPSDSELSIPAKNCYRMVILGSSKVGKTAIVSRFLTGRFEDAYTPTIEDFHRKFYSIRGEVYQLDILDTSGNHPFPAMRRLSILTGDVFILVFSLDNRDSFEEVQRLRQQILDTKSCLKNKTKENVDVPLVICGNKGDRDFYREVDQREIEQLVGDDPQRCAYFEISAKKNSSLDQMFRALFAMAKLPSEMSPDLHRKVSVQYCDVLHKKALRNKKLLRAGSGGGGGDPGDAFGIVAPFARRPSVHSDLMYIREKASAGSQAKDKERCVIS. Result: 1 (interaction).